Task: Predict the reactants needed to synthesize the given product.. Dataset: Full USPTO retrosynthesis dataset with 1.9M reactions from patents (1976-2016) (1) Given the product [F:16][C:4]1[C:5]([C:7]2[N:11]([CH:12]([CH3:14])[CH3:13])[C:10]([CH3:15])=[N:9][CH:8]=2)=[N:24][C:23]([NH2:25])=[N:22][CH:3]=1, predict the reactants needed to synthesize it. The reactants are: CN(C)/[CH:3]=[C:4](\[F:16])/[C:5]([C:7]1[N:11]([CH:12]([CH3:14])[CH3:13])[C:10]([CH3:15])=[N:9][CH:8]=1)=O.C(=O)(O)O.[NH2:22][C:23]([NH2:25])=[NH:24].CCOCC. (2) Given the product [N:23]1[C:20]2[CH:21]=[CH:22][C:17]([CH2:16][C:13]3[N:11]4[N:12]=[C:7]([C:1]5[CH:6]=[CH:5][CH:4]=[CH:3][CH:2]=5)[CH:8]=[CH:9][C:10]4=[N:15][N:14]=3)=[CH:18][C:19]=2[NH:24][CH:25]=1, predict the reactants needed to synthesize it. The reactants are: [C:1]1([C:7]2[CH:8]=[CH:9][C:10]3[N:11]([C:13]([CH2:16][C:17]4[CH:18]=[C:19]([NH2:24])[C:20]([NH2:23])=[CH:21][CH:22]=4)=[N:14][N:15]=3)[N:12]=2)[CH:6]=[CH:5][CH:4]=[CH:3][CH:2]=1.[CH:25](O)=O. (3) Given the product [O:23]=[C:21]1[NH:20][C:19]2[CH:24]=[CH:25][C:16]([NH:15][C:14]3[C:9]4[C:6]5[CH2:7][CH2:8][CH:3]([CH2:2][NH:1][C:28]([NH:27][CH:30]([CH3:32])[CH3:31])=[O:29])[CH2:4][C:5]=5[S:26][C:10]=4[N:11]=[CH:12][N:13]=3)=[CH:17][C:18]=2[S:22]1, predict the reactants needed to synthesize it. The reactants are: [NH2:1][CH2:2][CH:3]1[CH2:8][CH2:7][C:6]2[C:9]3[C:14]([NH:15][C:16]4[CH:25]=[CH:24][C:19]5[NH:20][C:21](=[O:23])[S:22][C:18]=5[CH:17]=4)=[N:13][CH:12]=[N:11][C:10]=3[S:26][C:5]=2[CH2:4]1.[N:27]([CH:30]([CH3:32])[CH3:31])=[C:28]=[O:29]. (4) Given the product [CH3:24][O:25][C:26]1[CH:31]=[CH:30][C:29]([CH:32]([O:43][C:17]([C:14]2([C:20]([O:22][CH3:23])=[O:21])[CH2:13][CH2:12][N:11]([C:9]([O:8][CH2:1][C:2]3[CH:7]=[CH:6][CH:5]=[CH:4][CH:3]=3)=[O:10])[CH2:16][CH2:15]2)=[O:18])[C:33]([C:35]2[CH:40]=[CH:39][C:38]([O:41][CH3:42])=[CH:37][CH:36]=2)=[O:45])=[CH:28][CH:27]=1, predict the reactants needed to synthesize it. The reactants are: [CH2:1]([O:8][C:9]([N:11]1[CH2:16][CH2:15][C:14]([C:20]([O:22][CH3:23])=[O:21])([C:17](O)=[O:18])[CH2:13][CH2:12]1)=[O:10])[C:2]1[CH:7]=[CH:6][CH:5]=[CH:4][CH:3]=1.[CH3:24][O:25][C:26]1[CH:31]=[CH:30][C:29]([C:32](=[O:43])[CH:33]([C:35]2[CH:40]=[CH:39][C:38]([O:41][CH3:42])=[CH:37][CH:36]=2)Br)=[CH:28][CH:27]=1.C(=O)([O-])[O-:45].[Cs+].[Cs+].O. (5) Given the product [CH3:31][O:32][CH2:33][CH2:34][NH:35][C:92]([C:2]1[CH:3]=[C:4]([N:14]2[CH2:19][CH2:18][CH:17]([C:20]3[C:28]4[C:23](=[N:24][CH:25]=[CH:26][C:27]=4[O:29][CH3:30])[NH:22][CH:21]=3)[CH2:16][CH2:15]2)[N:5]=[C:6]([O:8][C@H:9]([CH3:13])[CH2:10][O:11][CH3:12])[N:7]=1)=[O:91], predict the reactants needed to synthesize it. The reactants are: Cl[C:2]1[N:7]=[C:6]([O:8][C@H:9]([CH3:13])[CH2:10][O:11][CH3:12])[N:5]=[C:4]([N:14]2[CH2:19][CH2:18][CH:17]([C:20]3[C:28]4[C:23](=[N:24][CH:25]=[CH:26][C:27]=4[O:29][CH3:30])[NH:22][CH:21]=3)[CH2:16][CH2:15]2)[CH:3]=1.[CH3:31][O:32][CH2:33][CH2:34][NH2:35].CCN(C(C)C)C(C)C.C1C=CC(P(C2C(C3C(P(C4C=CC=CC=4)C4C=CC=CC=4)=CC=C4C=3C=CC=C4)=C3C(C=CC=C3)=CC=2)C2C=CC=CC=2)=CC=1.[O:91]1CCOC[CH2:92]1. (6) Given the product [F:8][C:9]1[CH:14]=[CH:13][C:12]([F:15])=[CH:11][C:10]=1[C:16]1[CH2:20][NH:19][CH:18]([C:28]2[CH:33]=[CH:32][CH:31]=[CH:30][CH:29]=2)[CH:17]=1.[C:3]([OH:5])([C:2]([F:7])([F:6])[F:1])=[O:4], predict the reactants needed to synthesize it. The reactants are: [F:1][C:2]([F:7])([F:6])[C:3]([OH:5])=[O:4].[F:8][C:9]1[CH:14]=[CH:13][C:12]([F:15])=[CH:11][C:10]=1[C:16]1[CH2:20][N:19](C(OC(C)(C)C)=O)[CH:18]([C:28]2[CH:33]=[CH:32][CH:31]=[CH:30][CH:29]=2)[CH:17]=1. (7) Given the product [CH2:27]([N:29]([CH2:30][CH3:31])[CH2:6][CH2:7][N:8]1[CH2:12][CH2:11][N:10]([CH2:13][CH2:14][CH2:15][N:16]2[CH2:21][CH2:20][CH2:19][CH2:18][CH2:17]2)[C:9]1=[C:22]([C:25]#[N:26])[C:23]#[N:24])[CH3:28], predict the reactants needed to synthesize it. The reactants are: CS(O[CH2:6][CH2:7][N:8]1[CH2:12][CH2:11][N:10]([CH2:13][CH2:14][CH2:15][N:16]2[CH2:21][CH2:20][CH2:19][CH2:18][CH2:17]2)[C:9]1=[C:22]([C:25]#[N:26])[C:23]#[N:24])(=O)=O.[CH2:27]([NH:29][CH2:30][CH3:31])[CH3:28].[I-].[Na+].O. (8) Given the product [CH3:12][C:4]12[CH2:10][CH:8]3[CH2:9][CH:2]([CH2:11][C:6]([C:13]([OH:15])=[O:14])([CH2:7]3)[CH2:5]1)[CH2:3]2, predict the reactants needed to synthesize it. The reactants are: Br[C:2]12[CH2:11][CH:6]3[CH2:7][CH:8]([CH2:10][C:4]([CH3:12])([CH2:5]3)[CH2:3]1)[CH2:9]2.[CH:13]([OH:15])=[O:14].